This data is from Experimental lipophilicity measurements (octanol/water distribution) for 4,200 compounds from AstraZeneca. The task is: Regression/Classification. Given a drug SMILES string, predict its absorption, distribution, metabolism, or excretion properties. Task type varies by dataset: regression for continuous measurements (e.g., permeability, clearance, half-life) or binary classification for categorical outcomes (e.g., BBB penetration, CYP inhibition). For this dataset (lipophilicity_astrazeneca), we predict Y. The compound is CCOc1ccc2nc(N)sc2c1. The Y is 2.40 logD.